From a dataset of Full USPTO retrosynthesis dataset with 1.9M reactions from patents (1976-2016). Predict the reactants needed to synthesize the given product. Given the product [Cl:36][C:31]1[CH:32]=[CH:33][CH:34]=[CH:35][C:30]=1[NH:29][C:28]([C:27]1[CH:26]=[N:25][N:24]2[C:19]([CH2:18][NH:17][CH:13]3[C:14]4[C:10](=[C:9]([CH3:50])[C:8]([C:6]([OH:7])=[O:5])=[CH:16][CH:15]=4)[CH2:11][CH2:12]3)=[CH:20][C:21]([C:38](=[O:49])[NH:39][CH2:40][C:41]3[CH:46]=[CH:45][C:44]([F:47])=[C:43]([F:48])[CH:42]=3)=[N:22][C:23]=12)=[O:37], predict the reactants needed to synthesize it. The reactants are: C([O:5][C:6]([C:8]1[C:9]([CH3:50])=[C:10]2[C:14](=[CH:15][CH:16]=1)[CH:13]([NH:17][CH2:18][C:19]1[N:24]3[N:25]=[CH:26][C:27]([C:28](=[O:37])[NH:29][C:30]4[CH:35]=[CH:34][CH:33]=[CH:32][C:31]=4[Cl:36])=[C:23]3[N:22]=[C:21]([C:38](=[O:49])[NH:39][CH2:40][C:41]3[CH:46]=[CH:45][C:44]([F:47])=[C:43]([F:48])[CH:42]=3)[CH:20]=1)[CH2:12][CH2:11]2)=[O:7])(C)(C)C.FC(F)(F)C(O)=O.